This data is from Reaction yield outcomes from USPTO patents with 853,638 reactions. The task is: Predict the reaction yield, written as a fraction of the theoretical maximum amount of product (1.0 means a 100% yield; for example, 0.34 means a 34% yield). (1) The reactants are [I:1][C:2]1[CH:10]=[C:6]([C:7](O)=[O:8])[C:5]([OH:11])=[CH:4][CH:3]=1.B.CSC. The catalyst is O1CCCC1. The product is [OH:8][CH2:7][C:6]1[CH:10]=[C:2]([I:1])[CH:3]=[CH:4][C:5]=1[OH:11]. The yield is 0.770. (2) The reactants are CNCCO.CC(OC(OC(OC(C)(C)C)=O)=O)(C)C.[OH:21][CH2:22][CH2:23][N:24]([CH3:32])[C:25](=[O:31])[O:26][C:27]([CH3:30])([CH3:29])[CH3:28].N(C(OC(C)C)=O)=NC(OC(C)C)=O.[N+:47]([C:50]1[CH:55]=[CH:54][C:53](O)=[CH:52][CH:51]=1)([O-:49])=[O:48].C1(P(C2C=CC=CC=2)C2C=CC=CC=2)C=CC=CC=1. The catalyst is C(OCC)(=O)C.C1COCC1. The product is [CH3:32][N:24]([CH2:23][CH2:22][O:21][C:53]1[CH:54]=[CH:55][C:50]([N+:47]([O-:49])=[O:48])=[CH:51][CH:52]=1)[C:25](=[O:31])[O:26][C:27]([CH3:28])([CH3:29])[CH3:30]. The yield is 0.390.